From a dataset of Forward reaction prediction with 1.9M reactions from USPTO patents (1976-2016). Predict the product of the given reaction. (1) Given the reactants [CH2:1]([N:4]1[C:8]2[CH:9]=[CH:10][CH:11]=[CH:12][C:7]=2[N:6]=[C:5]1[O:13][C:14]1[C:23](Br)=[CH:22][CH:21]=[C:20]2[C:15]=1[CH2:16][CH2:17][C@H:18]([CH3:25])[NH:19]2)[CH:2]=[CH2:3].[CH:26]1([N:29]2[CH:33]=[C:32](B3OC(C)(C)C(C)(C)O3)[CH:31]=[N:30]2)[CH2:28][CH2:27]1.C(=O)([O-])[O-].[K+].[K+], predict the reaction product. The product is: [CH:26]1([N:29]2[CH:33]=[C:32]([C:23]3[C:14]([O:13][C:5]4[N:4]([CH:1]=[CH:2][CH3:3])[C:8]5[CH:9]=[CH:10][CH:11]=[CH:12][C:7]=5[N:6]=4)=[C:15]4[C:20](=[CH:21][CH:22]=3)[NH:19][C@@H:18]([CH3:25])[CH2:17][CH2:16]4)[CH:31]=[N:30]2)[CH2:28][CH2:27]1. (2) Given the reactants O1C2C=CC([C:10]3([C:13]([NH:15][C:16]4[CH:17]=[C:18]5[C:22](=[CH:23][CH:24]=4)[NH:21][C:20]([CH:25]4[CH2:30][CH2:29][CH2:28][CH2:27][N:26]4C(OC(C)(C)C)=O)=[CH:19]5)=[O:14])[CH2:12][CH2:11]3)=CC=2OC1.FC(F)(F)C(O)=O, predict the reaction product. The product is: [NH:26]1[CH2:27][CH2:28][CH2:29][CH2:30][CH:25]1[C:20]1[NH:21][C:22]2[C:18]([CH:19]=1)=[CH:17][C:16]([NH:15][C:13]([CH:10]1[CH2:12][CH2:11]1)=[O:14])=[CH:24][CH:23]=2. (3) Given the reactants [NH:1]1[C:5]2[CH:6]=[CH:7][CH:8]=[CH:9][C:4]=2[N:3]=[C:2]1[C:10]1[C:14]([NH2:15])=[CH:13][NH:12][N:11]=1.[O:16]1[CH2:21][CH2:20][CH:19]([C:22](Cl)=[O:23])[CH2:18][CH2:17]1.N1C2C=CC=CC=2N=C1C1C(NC(=O)C(C)C)=CNN=1, predict the reaction product. The product is: [NH:3]1[C:4]2[CH:9]=[CH:8][CH:7]=[CH:6][C:5]=2[N:1]=[C:2]1[C:10]1[C:14]([NH:15][C:22]([CH:19]2[CH2:20][CH2:21][O:16][CH2:17][CH2:18]2)=[O:23])=[CH:13][NH:12][N:11]=1. (4) Given the reactants [H-].[Na+].[Br-].[Br:4][C:5]1[CH:30]=[CH:29][C:8]([CH2:9][P+](C2C=CC=CC=2)(C2C=CC=CC=2)C2C=CC=CC=2)=[CH:7][CH:6]=1.[F:31][C:32]1[CH:33]=[C:34]([CH:37]=[C:38]([C:40]2[CH:45]=[CH:44][N:43]=[CH:42][CH:41]=2)[CH:39]=1)[CH:35]=O.O, predict the reaction product. The product is: [Br:4][C:5]1[CH:6]=[CH:7][C:8](/[CH:9]=[CH:35]/[C:34]2[CH:37]=[C:38]([C:40]3[CH:45]=[CH:44][N:43]=[CH:42][CH:41]=3)[CH:39]=[C:32]([F:31])[CH:33]=2)=[CH:29][CH:30]=1. (5) Given the reactants [N+:1]([C:4]1[CH:8]=[CH:7][N:6]([CH2:9][CH2:10][NH:11][C:12](=[O:18])[O:13][C:14]([CH3:17])([CH3:16])[CH3:15])[N:5]=1)([O-:3])=[O:2].[H-].[Na+].I[CH3:22], predict the reaction product. The product is: [CH3:22][N:11]([CH2:10][CH2:9][N:6]1[CH:7]=[CH:8][C:4]([N+:1]([O-:3])=[O:2])=[N:5]1)[C:12](=[O:18])[O:13][C:14]([CH3:15])([CH3:17])[CH3:16]. (6) Given the reactants CS([O:5][CH2:6][CH:7]1[CH2:12][CH2:11][N:10]([C:13]([O:15][C:16]([CH3:19])([CH3:18])[CH3:17])=[O:14])[CH2:9][CH2:8]1)(=O)=O.[C:20]1(O)[CH:25]=[CH:24][CH:23]=[CH:22][CH:21]=1.[C:27]([O-:30])([O-])=[O:28].[K+].[K+].[CH3:33]N(C=O)C, predict the reaction product. The product is: [CH3:33][O:30][C:27]([C:20]1[CH:21]=[C:22]([CH:23]=[CH:24][CH:25]=1)[O:5][CH2:6][CH:7]1[CH2:12][CH2:11][N:10]([C:13]([O:15][C:16]([CH3:19])([CH3:18])[CH3:17])=[O:14])[CH2:9][CH2:8]1)=[O:28]. (7) Given the reactants Cl.[NH:2]1[CH2:7][CH2:6][CH2:5][CH:4]([NH:8][C:9]([C:11]2[C:19]3[C:14](=[N:15][CH:16]=[C:17]([CH:20]4[CH2:22][CH2:21]4)[N:18]=3)[N:13]([CH2:23][O:24][CH2:25][CH2:26][Si:27]([CH3:30])([CH3:29])[CH3:28])[CH:12]=2)=[O:10])[CH2:3]1.C(N(CC)CC)C.[CH3:38][S:39](Cl)(=[O:41])=[O:40], predict the reaction product. The product is: [CH3:38][S:39]([N:2]1[CH2:7][CH2:6][CH2:5][CH:4]([NH:8][C:9]([C:11]2[C:19]3[C:14](=[N:15][CH:16]=[C:17]([CH:20]4[CH2:22][CH2:21]4)[N:18]=3)[N:13]([CH2:23][O:24][CH2:25][CH2:26][Si:27]([CH3:30])([CH3:29])[CH3:28])[CH:12]=2)=[O:10])[CH2:3]1)(=[O:41])=[O:40].